Dataset: Catalyst prediction with 721,799 reactions and 888 catalyst types from USPTO. Task: Predict which catalyst facilitates the given reaction. (1) The catalyst class is: 20. Product: [CH3:22][O:21][C:18]1[CH:19]=[CH:20][C:15]2[NH:14][C:13](=[O:23])[N:12]([CH2:11][C@H:8]3[CH2:9][CH2:10][C@H:5]([C:3]([OH:4])=[O:2])[CH2:6][CH2:7]3)[C:16]=2[CH:17]=1. Reactant: C[O:2][C:3]([C@H:5]1[CH2:10][CH2:9][C@H:8]([CH2:11][N:12]2[C:16]3[CH:17]=[C:18]([O:21][CH3:22])[CH:19]=[CH:20][C:15]=3[NH:14][C:13]2=[O:23])[CH2:7][CH2:6]1)=[O:4].[Li+].[OH-]. (2) Reactant: [F:1][C:2]1[CH:3]=[C:4]([CH:7]=[C:8]([O:11]C)[C:9]=1[OH:10])[CH:5]=[O:6].B(Br)(Br)Br. Product: [F:1][C:2]1[CH:3]=[C:4]([CH:7]=[C:8]([OH:11])[C:9]=1[OH:10])[CH:5]=[O:6]. The catalyst class is: 4.